Dataset: Reaction yield outcomes from USPTO patents with 853,638 reactions. Task: Predict the reaction yield, written as a fraction of the theoretical maximum amount of product (1.0 means a 100% yield; for example, 0.34 means a 34% yield). (1) The yield is 0.910. The reactants are [Cl:1][C:2]1[N:7]=[CH:6][C:5]([NH2:8])=[CH:4][CH:3]=1.CO[CH:11]=[C:12]1[C:17](=[O:18])[O:16][C:15]([CH3:20])([CH3:19])[O:14][C:13]1=[O:21]. The product is [Cl:1][C:2]1[N:7]=[CH:6][C:5]([NH:8][CH:11]=[C:12]2[C:13](=[O:21])[O:14][C:15]([CH3:19])([CH3:20])[O:16][C:17]2=[O:18])=[CH:4][CH:3]=1. The catalyst is CC(O)C. (2) The reactants are [F:1][C:2]([F:44])([F:43])[C:3]1[CH:4]=[C:5]([C:13]([CH3:42])([CH3:41])[C:14]([N:16]([C:18]2[C:19]([C:33]3[CH:38]=[CH:37][C:36]([F:39])=[CH:35][C:34]=3[CH3:40])=[CH:20][C:21]([N:24]3[CH2:29][CH2:28][CH:27]([CH2:30][S:31][CH3:32])[CH2:26][CH2:25]3)=[N:22][CH:23]=2)[CH3:17])=[O:15])[CH:6]=[C:7]([C:9]([F:12])([F:11])[F:10])[CH:8]=1.ClC1C=CC=C(C(OO)=[O:53])C=1.S([O-])(O)=O.[Na+]. The catalyst is ClCCl. The product is [F:44][C:2]([F:1])([F:43])[C:3]1[CH:4]=[C:5]([C:13]([CH3:41])([CH3:42])[C:14]([N:16]([C:18]2[C:19]([C:33]3[CH:38]=[CH:37][C:36]([F:39])=[CH:35][C:34]=3[CH3:40])=[CH:20][C:21]([N:24]3[CH2:25][CH2:26][CH:27]([CH2:30][S:31]([CH3:32])=[O:53])[CH2:28][CH2:29]3)=[N:22][CH:23]=2)[CH3:17])=[O:15])[CH:6]=[C:7]([C:9]([F:10])([F:11])[F:12])[CH:8]=1. The yield is 0.890. (3) The reactants are [CH3:1][O:2][C:3]1[CH:4]=[C:5]2[C:10](=[CH:11][C:12]=1[O:13][CH3:14])[N:9]=[CH:8][CH:7]=[C:6]2[O:15][C:16]1[CH:22]=[CH:21][C:19]([NH2:20])=[C:18]([CH3:23])[C:17]=1[CH3:24].C1(C)C=CC=CC=1.C(N(CC)CC)C.Cl[C:40](Cl)([O:42]C(=O)OC(Cl)(Cl)Cl)Cl.[Cl:51][C:52]1[CH:60]=[CH:59][CH:58]=[CH:57][C:53]=1[CH:54]([OH:56])[CH3:55]. The catalyst is C(Cl)Cl. The product is [CH3:1][O:2][C:3]1[CH:4]=[C:5]2[C:10](=[CH:11][C:12]=1[O:13][CH3:14])[N:9]=[CH:8][CH:7]=[C:6]2[O:15][C:16]1[CH:22]=[CH:21][C:19]([NH:20][C:40](=[O:42])[O:56][CH:54]([C:53]2[CH:57]=[CH:58][CH:59]=[CH:60][C:52]=2[Cl:51])[CH3:55])=[C:18]([CH3:23])[C:17]=1[CH3:24]. The yield is 0.790. (4) The reactants are [CH3:1][C:2]1[C:3]([N+:11]([O-:13])=[O:12])=[C:4]([CH:8]=[CH:9][CH:10]=1)[C:5]([OH:7])=O.[C:14]([N:21]1[C:29]2[C:24](=[CH:25][CH:26]=[C:27]([NH2:30])[CH:28]=2)[CH:23]=[N:22]1)([O:16][C:17]([CH3:20])([CH3:19])[CH3:18])=[O:15].C(Cl)CCl. The catalyst is CN(C=O)C. The product is [C:14]([N:21]1[C:29]2[C:24](=[CH:25][CH:26]=[C:27]([NH:30][C:5](=[O:7])[C:4]3[CH:8]=[CH:9][CH:10]=[C:2]([CH3:1])[C:3]=3[N+:11]([O-:13])=[O:12])[CH:28]=2)[CH:23]=[N:22]1)([O:16][C:17]([CH3:20])([CH3:19])[CH3:18])=[O:15]. The yield is 0.580. (5) The reactants are [CH3:1][S:2]([C:5]1[CH:6]=[C:7]([C:11]2[CH:16]=[CH:15][C:14]([N:17]3[CH:21]=[C:20]([C:22]([OH:25])([CH3:24])[CH3:23])[N:19]=[C:18]3[C:26]3[CH:31]=[CH:30][CH:29]=[CH:28][C:27]=3[C:32]([F:35])([F:34])[F:33])=[CH:13][CH:12]=2)[CH:8]=[CH:9][CH:10]=1)(=[O:4])=[O:3].[Br:36]N1C(=O)CCC1=O. The catalyst is CC#N.CCOC(C)=O. The product is [Br:36][C:21]1[N:17]([C:14]2[CH:15]=[CH:16][C:11]([C:7]3[CH:8]=[CH:9][CH:10]=[C:5]([S:2]([CH3:1])(=[O:4])=[O:3])[CH:6]=3)=[CH:12][CH:13]=2)[C:18]([C:26]2[CH:31]=[CH:30][CH:29]=[CH:28][C:27]=2[C:32]([F:35])([F:34])[F:33])=[N:19][C:20]=1[C:22]([OH:25])([CH3:24])[CH3:23]. The yield is 0.860. (6) The reactants are [CH3:1][NH:2][C:3]([C:5]1[C:9]2[CH:10]=[C:11](B3OC(C)(C)C(C)(C)O3)[C:12]([N:14]([CH3:19])[S:15]([CH3:18])(=[O:17])=[O:16])=[CH:13][C:8]=2[O:7][C:6]=1[C:29]1[S:33][C:32]([CH3:34])=[N:31][CH:30]=1)=[O:4].Cl[C:36]1[CH:45]=[CH:44][C:43]2[CH2:42][CH2:41][N:40]3[C:46]4[CH:47]=[CH:48][CH:49]=[C:50]([F:53])[C:51]=4[CH:52]=[C:39]3[C:38]=2[N:37]=1.C([O-])([O-])=O.[Na+].[Na+].C([O-])([O-])=O.[K+].[K+].CC(C1C=C(C(C)C)C(C2C=CC=CC=2P(C2CCCCC2)C2CCCCC2)=C(C(C)C)C=1)C. The catalyst is O1CCOCC1.O.C1C=CC(/C=C/C(/C=C/C2C=CC=CC=2)=O)=CC=1.C1C=CC(/C=C/C(/C=C/C2C=CC=CC=2)=O)=CC=1.C1C=CC(/C=C/C(/C=C/C2C=CC=CC=2)=O)=CC=1.[Pd].[Pd]. The product is [F:53][C:50]1[C:51]2[CH:52]=[C:39]3[C:38]4[N:37]=[C:36]([C:11]5[C:12]([N:14]([CH3:19])[S:15]([CH3:18])(=[O:17])=[O:16])=[CH:13][C:8]6[O:7][C:6]([C:29]7[S:33][C:32]([CH3:34])=[N:31][CH:30]=7)=[C:5]([C:3]([NH:2][CH3:1])=[O:4])[C:9]=6[CH:10]=5)[CH:45]=[CH:44][C:43]=4[CH2:42][CH2:41][N:40]3[C:46]=2[CH:47]=[CH:48][CH:49]=1. The yield is 0.120. (7) The reactants are [F:1][C:2]1[C:3]([C:13]([O:15][CH3:16])=[O:14])=[CH:4][NH:5][C:6]=1[C:7]1[CH:12]=[CH:11][CH:10]=[CH:9][CH:8]=1.[H-].[Na+].C1OCCOCCOCCOCCOC1.Cl.[N:35]1[CH:40]=[CH:39][CH:38]=[C:37]([S:41](Cl)(=[O:43])=[O:42])[CH:36]=1. The catalyst is O1CCCC1.O. The product is [F:1][C:2]1[C:3]([C:13]([O:15][CH3:16])=[O:14])=[CH:4][N:5]([S:41]([C:37]2[CH:36]=[N:35][CH:40]=[CH:39][CH:38]=2)(=[O:43])=[O:42])[C:6]=1[C:7]1[CH:12]=[CH:11][CH:10]=[CH:9][CH:8]=1. The yield is 0.730. (8) The reactants are [NH2:1][C:2]1[C:10]2[C:5](=[N:6][C:7](OS(C(F)(F)F)(=O)=O)=[CH:8][C:9]=2[S:11]([CH3:13])=[O:12])[S:4][C:3]=1[C:22](=[O:24])[NH2:23].[O:25]1[C:29]2([CH2:34][CH2:33][NH:32][CH2:31][CH2:30]2)[O:28][CH2:27][CH2:26]1. The catalyst is CN(C=O)C.O. The product is [NH2:1][C:2]1[C:10]2[C:5](=[N:6][C:7]([N:32]3[CH2:33][CH2:34][C:29]4([O:28][CH2:27][CH2:26][O:25]4)[CH2:30][CH2:31]3)=[CH:8][C:9]=2[S:11]([CH3:13])=[O:12])[S:4][C:3]=1[C:22]([NH2:23])=[O:24]. The yield is 0.422.